From a dataset of Full USPTO retrosynthesis dataset with 1.9M reactions from patents (1976-2016). Predict the reactants needed to synthesize the given product. (1) Given the product [C:14]([N:33]1[CH:37]=[C:36]([CH:38]([OH:39])[CH2:1][CH3:2])[N:35]=[CH:34]1)([C:27]1[CH:28]=[CH:29][CH:30]=[CH:31][CH:32]=1)([C:21]1[CH:22]=[CH:23][CH:24]=[CH:25][CH:26]=1)[C:15]1[CH:20]=[CH:19][CH:18]=[CH:17][CH:16]=1, predict the reactants needed to synthesize it. The reactants are: [CH2:1](I)[CH3:2].[Li]C(C)(C)C.CCCCC.[C:14]([N:33]1[CH:37]=[C:36]([CH:38]=[O:39])[N:35]=[CH:34]1)([C:27]1[CH:32]=[CH:31][CH:30]=[CH:29][CH:28]=1)([C:21]1[CH:26]=[CH:25][CH:24]=[CH:23][CH:22]=1)[C:15]1[CH:20]=[CH:19][CH:18]=[CH:17][CH:16]=1.Cl. (2) Given the product [N:27]1([C:18](=[N:20][C:21]2[CH:26]=[CH:25][CH:24]=[CH:23][CH:22]=2)[C:3]2[C:2](=[O:1])[CH:7]=[CH:6][N:5]([C:8]3[CH:13]=[CH:12][CH:11]=[C:10]([C:14]([F:17])([F:15])[F:16])[CH:9]=3)[N:4]=2)[C:31]2[CH:32]=[CH:33][CH:34]=[CH:35][C:30]=2[N:29]=[N:28]1, predict the reactants needed to synthesize it. The reactants are: [O:1]=[C:2]1[CH:7]=[CH:6][N:5]([C:8]2[CH:13]=[CH:12][CH:11]=[C:10]([C:14]([F:17])([F:16])[F:15])[CH:9]=2)[N:4]=[C:3]1[C:18]([NH:20][C:21]1[CH:26]=[CH:25][CH:24]=[CH:23][CH:22]=1)=O.[NH:27]1[C:31]2[CH:32]=[CH:33][CH:34]=[CH:35][C:30]=2[N:29]=[N:28]1.S(Cl)(Cl)=O.